From a dataset of Reaction yield outcomes from USPTO patents with 853,638 reactions. Predict the reaction yield, written as a fraction of the theoretical maximum amount of product (1.0 means a 100% yield; for example, 0.34 means a 34% yield). (1) The reactants are O[C:2]1[C:11]2[C:6](=[CH:7][CH:8]=[C:9]([O:12][CH3:13])[CH:10]=2)[O:5][C:4](=[O:14])[C:3]=1[C:15]1[CH:20]=[CH:19][CH:18]=[C:17]([O:21][CH3:22])[CH:16]=1.P(Cl)(Cl)([Cl:25])=O.C(N(CC)CC)C. No catalyst specified. The product is [Cl:25][C:2]1[C:11]2[C:6](=[CH:7][CH:8]=[C:9]([O:12][CH3:13])[CH:10]=2)[O:5][C:4](=[O:14])[C:3]=1[C:15]1[CH:20]=[CH:19][CH:18]=[C:17]([O:21][CH3:22])[CH:16]=1. The yield is 0.190. (2) The reactants are [OH-].[Na+].[C:3](=[O:10])([O:5][C:6]([CH3:9])([CH3:8])[CH3:7])[NH2:4].ClOC(C)(C)C.CC[C@@H]1[C@@H]2C[C@H]([C@@H:52]([O:51]C3C4C(=CC=CC=4)C([O:51][C@@H:52]([C:63]4C=CN=[C:69]5[C:64]=4[CH:65]=[C:66](OC)[CH:67]=[CH:68]5)[C@@H]4N5C[C@H](CC)[C@@H](CC5)C4)=NN=3)[C:63]3C=CN=[C:69]4[C:64]=3[CH:65]=[C:66](OC)[CH:67]=[CH:68]4)N(CC2)C1.C(C1C=C([N:83]2[CH2:88][CH2:87][O:86][CH2:85][CH2:84]2)C=CC=1)=C. The catalyst is O.C(O)CC.O.O.[Os](=O)(=O)=O.[K]. The product is [C:6]([O:5][C:3](=[O:10])[NH:4][C@H:63]([C:64]1[CH:69]=[CH:68][CH:67]=[C:66]([N:83]2[CH2:88][CH2:87][O:86][CH2:85][CH2:84]2)[CH:65]=1)[CH2:52][OH:51])([CH3:9])([CH3:8])[CH3:7]. The yield is 0.480. (3) The reactants are [C:1]([O:5][C:6](=[O:29])[C:7]([O:10]/[N:11]=[C:12](/[C:16]1[N:17]=[C:18]([NH:21][C:22]([O:24][C:25]([CH3:28])([CH3:27])[CH3:26])=[O:23])[S:19][CH:20]=1)\[C:13](O)=[O:14])([CH3:9])[CH3:8])([CH3:4])([CH3:3])[CH3:2].CCN(C(C)C)C(C)C.CN(C(ON1N=NC2C=CC=NC1=2)=[N+](C)C)C.F[P-](F)(F)(F)(F)F.[C:63]([O:67][C:68](=[O:83])[NH:69][CH2:70][C:71]1[N:75]([CH2:76][C@@H:77]2[C@H:80]([NH2:81])[C:79](=[O:82])[NH:78]2)[N:74]=[N:73][N:72]=1)([CH3:66])([CH3:65])[CH3:64]. The catalyst is C(Cl)Cl.CN(C=O)C. The product is [C:63]([O:67][C:68]([NH:69][CH2:70][C:71]1[N:75]([CH2:76][C@@H:77]2[C@H:80]([NH:81][C:13](=[O:14])/[C:12](=[N:11]\[O:10][C:7]([CH3:8])([CH3:9])[C:6]([O:5][C:1]([CH3:4])([CH3:3])[CH3:2])=[O:29])/[C:16]3[N:17]=[C:18]([NH:21][C:22]([O:24][C:25]([CH3:27])([CH3:28])[CH3:26])=[O:23])[S:19][CH:20]=3)[C:79](=[O:82])[NH:78]2)[N:74]=[N:73][N:72]=1)=[O:83])([CH3:66])([CH3:64])[CH3:65]. The yield is 0.590. (4) The reactants are Cl.C(OC(=O)NC[C:10]1[CH:15]=[CH:14][C:13]([C:16](=[O:32])[NH:17][CH2:18][C:19]2[S:20][C:21]([O:24][C:25]3[CH:30]=[CH:29][CH:28]=[C:27]([F:31])[CH:26]=3)=[CH:22][CH:23]=2)=[CH:12][N:11]=1)(C)(C)C.[NH2:34][C:35]1C(C(O)=O)=NC=C(N)N=1.C(=O)(O)[O-].[Na+]. The catalyst is C(OCC)(=O)C.C(O)C. The product is [F:31][C:27]1[CH:26]=[C:25]([CH:30]=[CH:29][CH:28]=1)[O:24][C:21]1[S:20][C:19]([CH2:18][NH:17][C:16](=[O:32])[C:13]2[CH:14]=[CH:15][C:10]([NH:34][CH3:35])=[N:11][CH:12]=2)=[CH:23][CH:22]=1. The yield is 0.855. (5) The reactants are [F:1][C:2]([F:27])([F:26])[C:3]1[CH:8]=[CH:7][C:6]([N:9]2[CH2:14][CH2:13][CH:12]([O:15][C:16]3[N:17]=[CH:18][C:19]([C:22]([O:24]C)=[O:23])=[N:20][CH:21]=3)[CH2:11][CH2:10]2)=[CH:5][CH:4]=1.[OH-].[Na+].[ClH:30]. The catalyst is CC(C)=O. The product is [ClH:30].[F:27][C:2]([F:1])([F:26])[C:3]1[CH:4]=[CH:5][C:6]([N:9]2[CH2:14][CH2:13][CH:12]([O:15][C:16]3[N:17]=[CH:18][C:19]([C:22]([OH:24])=[O:23])=[N:20][CH:21]=3)[CH2:11][CH2:10]2)=[CH:7][CH:8]=1. The yield is 0.960. (6) The reactants are Cl[C:2]1[CH:7]=[C:6]([C:8]#[N:9])[CH:5]=[CH:4][N:3]=1.[CH3:10][N:11]1[CH:15]=[C:14]([Sn](CCCC)(CCCC)CCCC)[N:13]=[CH:12]1. The catalyst is CN(C=O)C.C1C=CC([P]([Pd]([P](C2C=CC=CC=2)(C2C=CC=CC=2)C2C=CC=CC=2)([P](C2C=CC=CC=2)(C2C=CC=CC=2)C2C=CC=CC=2)[P](C2C=CC=CC=2)(C2C=CC=CC=2)C2C=CC=CC=2)(C2C=CC=CC=2)C2C=CC=CC=2)=CC=1. The product is [CH3:10][N:11]1[CH:15]=[C:14]([C:2]2[CH:7]=[C:6]([C:8]#[N:9])[CH:5]=[CH:4][N:3]=2)[N:13]=[CH:12]1. The yield is 0.800. (7) The catalyst is O.[Pd]. The reactants are [O:1]=[C:2]1[O:8][C@H:7]([C@H:9]([CH2:11][OH:12])[OH:10])[C:5]([OH:6])=[C:3]1[OH:4].[H][H]. The product is [C:2]1(=[O:1])[O:8][C@H:7]([C@H:9]([CH2:11][OH:12])[OH:10])[C@H:5]([OH:6])[C@@H:3]1[OH:4]. The yield is 0.990. (8) The reactants are [OH:1][C:2]1[CH:3]=[CH:4][C:5]2[O:9][C:8](=O)[S:7][C:6]=2[CH:11]=1.[C:12](=O)([O-])[O-].[K+].[K+].C(Br)C=C. The catalyst is CC(C)=O. The product is [CH3:8][O:9][C:5]1[CH:4]=[CH:3][C:2]([OH:1])=[CH:11][C:6]=1[S:7][CH3:12]. The yield is 0.770.